This data is from Forward reaction prediction with 1.9M reactions from USPTO patents (1976-2016). The task is: Predict the product of the given reaction. (1) Given the reactants [Br:1][C:2]1[CH:3]=[C:4]([C:9](=O)[CH3:10])[C:5](Cl)=[N:6][CH:7]=1.[NH2:12][NH2:13].C(=O)([O-])[O-].[K+].[K+], predict the reaction product. The product is: [Br:1][C:2]1[CH:3]=[C:4]2[C:9]([CH3:10])=[N:13][NH:12][C:5]2=[N:6][CH:7]=1. (2) Given the reactants [CH3:1][C:2]1[C:6]([CH:7]([OH:36])[C:8]2[O:9][C:10]3[CH:16]=[CH:15][C:14]([CH2:17][C:18]([NH:20][C@H:21]([C:28]4[C:33]([CH3:34])=[CH:32][C:31]([CH3:35])=[CH:30][N:29]=4)[C:22]4[CH:27]=[CH:26][CH:25]=[CH:24][CH:23]=4)=[O:19])=[CH:13][C:11]=3[CH:12]=2)=[C:5]([CH3:37])[O:4][N:3]=1.[NH2:38][C:39]([CH3:43])([CH3:42])[CH2:40]O.C(OCC#N)(C)C, predict the reaction product. The product is: [NH2:38][C:39]([CH3:43])([CH3:42])[CH2:40][O:36][CH:7]([C:6]1[C:2]([CH3:1])=[N:3][O:4][C:5]=1[CH3:37])[C:8]1[O:9][C:10]2[CH:16]=[CH:15][C:14]([CH2:17][C:18]([NH:20][C@H:21]([C:28]3[C:33]([CH3:34])=[CH:32][C:31]([CH3:35])=[CH:30][N:29]=3)[C:22]3[CH:27]=[CH:26][CH:25]=[CH:24][CH:23]=3)=[O:19])=[CH:13][C:11]=2[CH:12]=1. (3) Given the reactants Br[C:2]1[CH:3]=[C:4]2[C@:15]3([CH2:19][S:18][C:17]([NH2:20])=[N:16]3)[C:14]3[C:9](=[CH:10][CH:11]=[C:12]([C:21]4[CH:22]=[N:23][CH:24]=[CH:25][C:26]=4[F:27])[CH:13]=3)[O:8][C:5]2=[N:6][CH:7]=1.CN(C=O)C.C[Si](C)(C)[C:35]#[C:36][C:37]1([CH3:41])[CH2:40][O:39][CH2:38]1, predict the reaction product. The product is: [F:27][C:26]1[CH:25]=[CH:24][N:23]=[CH:22][C:21]=1[C:12]1[CH:13]=[C:14]2[C@@:15]3([CH2:19][S:18][C:17]([NH2:20])=[N:16]3)[C:4]3[C:5](=[N:6][CH:7]=[C:2]([C:35]#[C:36][C:37]4([CH3:41])[CH2:40][O:39][CH2:38]4)[CH:3]=3)[O:8][C:9]2=[CH:10][CH:11]=1. (4) Given the reactants [CH2:1]([NH:3][C:4]1[C:9]2[C:10]([C:29]([O:31]C)=O)=[N:11][N:12]([C:13]3[CH:18]=[CH:17][CH:16]=[C:15]([C:19]#[C:20][C@:21]4([OH:28])[CH2:25][CH2:24][N:23]([CH3:26])[C:22]4=[O:27])[CH:14]=3)[C:8]=2[CH:7]=[CH:6][N:5]=1)[CH3:2].[NH3:33], predict the reaction product. The product is: [CH2:1]([NH:3][C:4]1[C:9]2[C:10]([C:29]([NH2:33])=[O:31])=[N:11][N:12]([C:13]3[CH:18]=[CH:17][CH:16]=[C:15]([C:19]#[C:20][C@:21]4([OH:28])[CH2:25][CH2:24][N:23]([CH3:26])[C:22]4=[O:27])[CH:14]=3)[C:8]=2[CH:7]=[CH:6][N:5]=1)[CH3:2]. (5) Given the reactants [C:1]([CH:3]([C:18]1[CH:23]=[CH:22][CH:21]=[CH:20][CH:19]=1)[CH:4]([C:10]1[C:15]([F:16])=[CH:14][CH:13]=[CH:12][C:11]=1[F:17])[CH2:5][C:6](OC)=[O:7])#[N:2].[BH4-].[K+].[Cl-].[Li+].Cl, predict the reaction product. The product is: [F:16][C:15]1[CH:14]=[CH:13][CH:12]=[C:11]([F:17])[C:10]=1[CH:4]([CH2:5][CH2:6][OH:7])[CH:3]([C:18]1[CH:19]=[CH:20][CH:21]=[CH:22][CH:23]=1)[C:1]#[N:2].